Dataset: Catalyst prediction with 721,799 reactions and 888 catalyst types from USPTO. Task: Predict which catalyst facilitates the given reaction. Reactant: [CH:1]1([N:7]2[CH2:11][CH2:10][CH2:9][CH2:8]2)[CH2:6][CH2:5][CH2:4][CH2:3][CH2:2]1.[CH3:12][I:13]. Product: [I-:13].[CH3:12][N+:7]1([CH:1]2[CH2:6][CH2:5][CH2:4][CH2:3][CH2:2]2)[CH2:11][CH2:10][CH2:9][CH2:8]1. The catalyst class is: 5.